This data is from NCI-60 drug combinations with 297,098 pairs across 59 cell lines. The task is: Regression. Given two drug SMILES strings and cell line genomic features, predict the synergy score measuring deviation from expected non-interaction effect. (1) Cell line: OVCAR3. Drug 1: CC1=C(N=C(N=C1N)C(CC(=O)N)NCC(C(=O)N)N)C(=O)NC(C(C2=CN=CN2)OC3C(C(C(C(O3)CO)O)O)OC4C(C(C(C(O4)CO)O)OC(=O)N)O)C(=O)NC(C)C(C(C)C(=O)NC(C(C)O)C(=O)NCCC5=NC(=CS5)C6=NC(=CS6)C(=O)NCCC[S+](C)C)O. Synergy scores: CSS=30.1, Synergy_ZIP=1.68, Synergy_Bliss=3.88, Synergy_Loewe=8.07, Synergy_HSA=9.21. Drug 2: C1C(C(OC1N2C=NC(=NC2=O)N)CO)O. (2) Drug 1: CCC1(CC2CC(C3=C(CCN(C2)C1)C4=CC=CC=C4N3)(C5=C(C=C6C(=C5)C78CCN9C7C(C=CC9)(C(C(C8N6C=O)(C(=O)OC)O)OC(=O)C)CC)OC)C(=O)OC)O.OS(=O)(=O)O. Drug 2: CC1=C2C(C(=O)C3(C(CC4C(C3C(C(C2(C)C)(CC1OC(=O)C(C(C5=CC=CC=C5)NC(=O)C6=CC=CC=C6)O)O)OC(=O)C7=CC=CC=C7)(CO4)OC(=O)C)O)C)OC(=O)C. Cell line: ACHN. Synergy scores: CSS=8.86, Synergy_ZIP=-4.43, Synergy_Bliss=-0.660, Synergy_Loewe=-2.71, Synergy_HSA=-0.0558. (3) Drug 1: CC(CN1CC(=O)NC(=O)C1)N2CC(=O)NC(=O)C2. Drug 2: CC=C1C(=O)NC(C(=O)OC2CC(=O)NC(C(=O)NC(CSSCCC=C2)C(=O)N1)C(C)C)C(C)C. Cell line: IGROV1. Synergy scores: CSS=71.9, Synergy_ZIP=2.96, Synergy_Bliss=5.12, Synergy_Loewe=6.86, Synergy_HSA=7.18. (4) Drug 1: C1CC(C1)(C(=O)O)C(=O)O.[NH2-].[NH2-].[Pt+2]. Drug 2: C1CN(P(=O)(OC1)NCCCl)CCCl. Cell line: SR. Synergy scores: CSS=28.0, Synergy_ZIP=4.38, Synergy_Bliss=6.78, Synergy_Loewe=-11.3, Synergy_HSA=0.323.